This data is from Full USPTO retrosynthesis dataset with 1.9M reactions from patents (1976-2016). The task is: Predict the reactants needed to synthesize the given product. (1) Given the product [N+:1]([C:4]1[CH:5]=[CH:6][C:7]([CH2:10][NH:11][S:14]([CH2:12][CH3:13])(=[O:16])=[O:15])=[CH:8][CH:9]=1)([O-:3])=[O:2], predict the reactants needed to synthesize it. The reactants are: [N+:1]([C:4]1[CH:9]=[CH:8][C:7]([CH2:10][NH2:11])=[CH:6][CH:5]=1)([O-:3])=[O:2].[CH2:12]([S:14](Cl)(=[O:16])=[O:15])[CH3:13]. (2) Given the product [CH3:19][N:18]([CH3:20])[CH2:17][CH2:16][N:15]([CH3:14])[C:2]1[S:3][C:4]2[CH:10]=[C:9]([N+:11]([O-:13])=[O:12])[CH:8]=[CH:7][C:5]=2[N:6]=1, predict the reactants needed to synthesize it. The reactants are: Br[C:2]1[S:3][C:4]2[CH:10]=[C:9]([N+:11]([O-:13])=[O:12])[CH:8]=[CH:7][C:5]=2[N:6]=1.[CH3:14][NH:15][CH2:16][CH2:17][N:18]([CH3:20])[CH3:19].